This data is from Forward reaction prediction with 1.9M reactions from USPTO patents (1976-2016). The task is: Predict the product of the given reaction. The product is: [CH3:1][C:2]([C:5]1[CH:9]=[CH:8][N:7]([CH:18]2[CH2:22][CH2:21][N:20]([C:24]3[CH:29]=[CH:28][CH:27]=[C:26]([C:30]([F:33])([F:32])[F:31])[CH:25]=3)[C:19]2=[O:34])[N:6]=1)([CH3:4])[CH3:3]. Given the reactants [CH3:1][C:2]([C:5]1[CH:9]=[CH:8][NH:7][N:6]=1)([CH3:4])[CH3:3].[H-].[Na+].CS(O)(=O)=O.O[C:18]1[C:22](=O)[CH2:21][N:20]([C:24]2[CH:29]=[CH:28][CH:27]=[C:26]([C:30]([F:33])([F:32])[F:31])[CH:25]=2)[CH:19]=1.[OH2:34], predict the reaction product.